This data is from Forward reaction prediction with 1.9M reactions from USPTO patents (1976-2016). The task is: Predict the product of the given reaction. (1) Given the reactants [C:1]12([C:11]3[CH:21]=[CH:20][C:14]([O:15][CH2:16][C:17](O)=[O:18])=[CH:13][CH:12]=3)[CH2:10][CH:5]3[CH2:6][CH:7]([CH2:9][CH:3]([CH2:4]3)[CH2:2]1)[CH2:8]2.[F:22][C:23]([F:32])([F:31])[C:24]1[CH:25]=[C:26]([NH2:30])[CH:27]=[CH:28][CH:29]=1.CCN(C(C)C)C(C)C.C(Cl)CCl.C1C=CC2N(O)N=NC=2C=1, predict the reaction product. The product is: [C:1]12([C:11]3[CH:21]=[CH:20][C:14]([O:15][CH2:16][C:17]([NH:30][C:26]4[CH:27]=[CH:28][CH:29]=[C:24]([C:23]([F:31])([F:32])[F:22])[CH:25]=4)=[O:18])=[CH:13][CH:12]=3)[CH2:2][CH:3]3[CH2:9][CH:7]([CH2:6][CH:5]([CH2:4]3)[CH2:10]1)[CH2:8]2. (2) Given the reactants [CH:1]([C:4]1[O:8][C:7]([C:9]2[CH:19]=[CH:18][C:12]([C:13]([N:15]=[C:16]=[O:17])=O)=[CH:11][CH:10]=2)=[N:6][N:5]=1)([CH3:3])[CH3:2].[Cl:20][C:21]1[CH:26]=[CH:25][C:24]([CH2:27][NH:28][C:29](=[O:34])[C:30]([CH3:33])([CH3:32])[CH3:31])=[CH:23][C:22]=1[NH:35][NH:36]C(OC(C)(C)C)=O.FC(F)(F)C(O)=O, predict the reaction product. The product is: [Cl:20][C:21]1[CH:26]=[CH:25][C:24]([CH2:27][NH:28][C:29](=[O:34])[C:30]([CH3:33])([CH3:32])[CH3:31])=[CH:23][C:22]=1[N:35]1[C:16](=[O:17])[NH:15][C:13]([C:12]2[CH:18]=[CH:19][C:9]([C:7]3[O:8][C:4]([CH:1]([CH3:3])[CH3:2])=[N:5][N:6]=3)=[CH:10][CH:11]=2)=[N:36]1. (3) Given the reactants [NH2:1][C:2]1[C:10]2[C:5](=[N:6][C:7]([C:11]3[CH:12]=[C:13]([CH:20]=[CH:21][C:22]=3[CH3:23])[C:14]([NH:16][CH:17]3[CH2:19][CH2:18]3)=[O:15])=[CH:8][CH:9]=2)[NH:4][N:3]=1.[C:24](Cl)(=[O:27])[CH2:25][CH3:26], predict the reaction product. The product is: [CH:17]1([NH:16][C:14](=[O:15])[C:13]2[CH:20]=[CH:21][C:22]([CH3:23])=[C:11]([C:7]3[N:6]=[C:5]4[NH:4][N:3]=[C:2]([NH:1][C:24](=[O:27])[CH2:25][CH3:26])[C:10]4=[CH:9][CH:8]=3)[CH:12]=2)[CH2:18][CH2:19]1.